From a dataset of Aqueous solubility values for 9,982 compounds from the AqSolDB database. Regression/Classification. Given a drug SMILES string, predict its absorption, distribution, metabolism, or excretion properties. Task type varies by dataset: regression for continuous measurements (e.g., permeability, clearance, half-life) or binary classification for categorical outcomes (e.g., BBB penetration, CYP inhibition). For this dataset (solubility_aqsoldb), we predict Y. The Y is -2.16 log mol/L. The compound is O=Cc1cccc2c1OC(F)(F)O2.